Dataset: Peptide-MHC class I binding affinity with 185,985 pairs from IEDB/IMGT. Task: Regression. Given a peptide amino acid sequence and an MHC pseudo amino acid sequence, predict their binding affinity value. This is MHC class I binding data. The peptide sequence is AMQKESDDY. The MHC is HLA-A30:02 with pseudo-sequence HLA-A30:02. The binding affinity (normalized) is 0.553.